Task: Predict the reaction yield, written as a fraction of the theoretical maximum amount of product (1.0 means a 100% yield; for example, 0.34 means a 34% yield).. Dataset: Reaction yield outcomes from USPTO patents with 853,638 reactions (1) The reactants are [F:1][C:2]([F:35])([F:34])[C:3]1[CH:4]=[C:5]([CH:27]=[C:28]([C:30]([F:33])([F:32])[F:31])[CH:29]=1)[CH2:6][N:7]1[C:13](=[O:14])[C:12]2[C:15]([C:20]3[CH:25]=[CH:24][CH:23]=[CH:22][C:21]=3[CH3:26])=[CH:16][C:17](Cl)=[N:18][C:11]=2[O:10][CH2:9][CH2:8]1.[O:36]=[C:37]1[CH2:41][CH2:40][CH2:39][N:38]1[CH:42]1[CH2:47][CH2:46][NH:45][CH2:44][CH2:43]1. No catalyst specified. The product is [F:1][C:2]([F:35])([F:34])[C:3]1[CH:4]=[C:5]([CH:27]=[C:28]([C:30]([F:33])([F:32])[F:31])[CH:29]=1)[CH2:6][N:7]1[C:13](=[O:14])[C:12]2[C:15]([C:20]3[CH:25]=[CH:24][CH:23]=[CH:22][C:21]=3[CH3:26])=[CH:16][C:17]([N:45]3[CH2:44][CH2:43][CH:42]([N:38]4[CH2:39][CH2:40][CH2:41][C:37]4=[O:36])[CH2:47][CH2:46]3)=[N:18][C:11]=2[O:10][CH2:9][CH2:8]1. The yield is 0.0800. (2) The product is [C:26]([C@@H:4]([OH:5])[CH:2]([NH2:1])[CH3:3])([O:28][C:29]([CH3:30])([CH3:31])[CH3:32])=[O:27]. The reactants are [NH2:1][C@@H:2]([C:4](O)=[O:5])[CH3:3].[H-].[H-].[H-].[H-].[Li+].[Al+3].C1COCC1.[CH3:30][C:29]([O:28][C:26](O[C:26]([O:28][C:29]([CH3:32])([CH3:31])[CH3:30])=[O:27])=[O:27])([CH3:32])[CH3:31]. The catalyst is C(Cl)Cl. The yield is 0.630. (3) The reactants are C[O:2][C:3]([C:5]1[N:9]=[CH:8][N:7]([C:10]([C:23]2[CH:28]=[CH:27][CH:26]=[CH:25][CH:24]=2)([C:17]2[CH:22]=[CH:21][CH:20]=[CH:19][CH:18]=2)[C:11]2[CH:16]=[CH:15][CH:14]=[CH:13][CH:12]=2)[N:6]=1)=O.[H-].[Al+3].[Li+].[H-].[H-].[H-].[OH-].[Na+].S([O-])([O-])(=O)=O.[Mg+2]. The catalyst is O1CCCC1.C(OCC)(=O)C.O. The product is [C:10]([N:7]1[CH:8]=[N:9][C:5]([CH2:3][OH:2])=[N:6]1)([C:11]1[CH:12]=[CH:13][CH:14]=[CH:15][CH:16]=1)([C:17]1[CH:22]=[CH:21][CH:20]=[CH:19][CH:18]=1)[C:23]1[CH:28]=[CH:27][CH:26]=[CH:25][CH:24]=1. The yield is 0.510. (4) The reactants are [Cl-].O[NH3+:3].[C:4](=[O:7])([O-])[OH:5].[Na+].CS(C)=O.[CH3:13][O:14][CH2:15][CH:16]([N:18]1[C:23](=[O:24])[C:22]([CH2:25][C:26]2[CH:31]=[CH:30][C:29]([C:32]3[C:33]([C:38]#[N:39])=[CH:34][CH:35]=[CH:36][CH:37]=3)=[CH:28][CH:27]=2)=[C:21]([CH2:40][CH2:41][CH3:42])[N:20]2[N:43]=[C:44]([CH3:46])[N:45]=[C:19]12)[CH3:17]. The catalyst is C(OCC)(=O)C. The product is [CH3:13][O:14][CH2:15][CH:16]([N:18]1[C:23](=[O:24])[C:22]([CH2:25][C:26]2[CH:31]=[CH:30][C:29]([C:32]3[CH:37]=[CH:36][CH:35]=[CH:34][C:33]=3[C:38]3[NH:3][C:4](=[O:7])[O:5][N:39]=3)=[CH:28][CH:27]=2)=[C:21]([CH2:40][CH2:41][CH3:42])[N:20]2[N:43]=[C:44]([CH3:46])[N:45]=[C:19]12)[CH3:17]. The yield is 0.550. (5) The reactants are [C:1]1([CH3:20])[CH:6]=[CH:5][C:4]([N:7]2[C:19]3[CH:18]=[CH:17][CH:16]=[CH:15][C:14]=3[C:13]3[C:8]2=[CH:9][CH:10]=[CH:11][CH:12]=3)=[CH:3][CH:2]=1.[Br:21]N1C(=O)CCC1=O. The catalyst is ClCCl. The product is [Br:21][C:11]1[CH:10]=[CH:9][C:8]2[N:7]([C:4]3[CH:3]=[CH:2][C:1]([CH3:20])=[CH:6][CH:5]=3)[C:19]3[C:14]([C:13]=2[CH:12]=1)=[CH:15][CH:16]=[CH:17][CH:18]=3. The yield is 0.930.